From a dataset of CYP2C9 inhibition data for predicting drug metabolism from PubChem BioAssay. Regression/Classification. Given a drug SMILES string, predict its absorption, distribution, metabolism, or excretion properties. Task type varies by dataset: regression for continuous measurements (e.g., permeability, clearance, half-life) or binary classification for categorical outcomes (e.g., BBB penetration, CYP inhibition). Dataset: cyp2c9_veith. (1) The molecule is O[C@@H](c1cc(-c2ccccc2)nc2c1ccc1ccccc12)[C@@H]1CCCCN1. The result is 0 (non-inhibitor). (2) The drug is O=c1c(-c2cccc(F)c2)nc2cncnc2n1Cc1ccccc1Cl. The result is 1 (inhibitor). (3) The compound is O=C(O)c1ccccc1-c1ccccc1C(=O)NCCCO. The result is 0 (non-inhibitor). (4) The molecule is O=C(Nc1ccc(C(F)(F)F)cc1)c1cccn(Cc2ccc3c(c2)OC(F)(F)O3)c1=O. The result is 1 (inhibitor).